This data is from Retrosynthesis with 50K atom-mapped reactions and 10 reaction types from USPTO. The task is: Predict the reactants needed to synthesize the given product. (1) Given the product O=C(O)C(=O)C1CCCCC1, predict the reactants needed to synthesize it. The reactants are: CCOC(=O)C(=O)C1CCCCC1. (2) The reactants are: CCN.O=C(O)CCc1ccc(F)cc1C[C@H]1[C@@H]2CCC(O2)[C@H]1c1nc(C(=O)NCCCCC2CCCCC2)co1. Given the product CCNC(=O)CCc1ccc(F)cc1CC1C2CCC(O2)C1c1nc(C(=O)NCCCCC2CCCCC2)co1, predict the reactants needed to synthesize it. (3) Given the product CC(=O)NC[C@H]1CN(c2cc(F)c(N3CCC(n4nnc(N5CCN(C#N)CC5)n4)CC3)c(F)c2)C(=O)O1, predict the reactants needed to synthesize it. The reactants are: CC(=O)NC[C@H]1CN(c2cc(F)c(N3CCC(n4nnc(N5CCNCC5)n4)CC3)c(F)c2)C(=O)O1.N#CBr.